The task is: Predict the product of the given reaction.. This data is from Forward reaction prediction with 1.9M reactions from USPTO patents (1976-2016). Given the reactants C(OC([N:8]1[CH:13]([CH3:14])[CH2:12][N:11]([CH2:15][C:16]2[CH:21]=[CH:20][CH:19]=[C:18]([C:22]3[CH:27]=[CH:26][N:25]=[C:24](Cl)[N:23]=3)[CH:17]=2)[CH2:10][CH:9]1[CH3:29])=O)(C)(C)C.[F:30][C:31]1[CH:32]=[C:33]([CH2:38][CH2:39][NH2:40])[CH:34]=[C:35]([F:37])[CH:36]=1, predict the reaction product. The product is: [F:30][C:31]1[CH:32]=[C:33]([CH2:38][CH2:39][NH:40][C:24]2[N:23]=[C:22]([C:18]3[CH:19]=[CH:20][CH:21]=[C:16]([CH2:15][N:11]4[CH2:10][CH:9]([CH3:29])[NH:8][CH:13]([CH3:14])[CH2:12]4)[CH:17]=3)[CH:27]=[CH:26][N:25]=2)[CH:34]=[C:35]([F:37])[CH:36]=1.